From a dataset of Forward reaction prediction with 1.9M reactions from USPTO patents (1976-2016). Predict the product of the given reaction. (1) Given the reactants C([O:3][C:4]([C:6]1[NH:7][C:8]2[C:13]([C:14]=1[CH2:15][C:16]([O:18]CC)=[O:17])=[CH:12][C:11]([F:21])=[CH:10][CH:9]=2)=[O:5])C.Br[CH2:23][C:24]1[C:33]2[C:28](=[CH:29][CH:30]=[CH:31][CH:32]=2)[CH:27]=[CH:26][CH:25]=1, predict the reaction product. The product is: [C:16]([CH2:15][C:14]1[C:13]2[C:8](=[CH:9][CH:10]=[C:11]([F:21])[CH:12]=2)[N:7]([CH2:23][C:24]2[C:33]3[C:28](=[CH:29][CH:30]=[CH:31][CH:32]=3)[CH:27]=[CH:26][CH:25]=2)[C:6]=1[C:4]([OH:3])=[O:5])([OH:18])=[O:17]. (2) Given the reactants [C:1]([C:5]1[CH:10]=[C:9]([F:11])[C:8]([N+:12]([O-])=O)=[CH:7][C:6]=1[OH:15])([CH3:4])([CH3:3])[CH3:2].C([O-])=O.[NH4+], predict the reaction product. The product is: [C:1]([C:5]1[CH:10]=[C:9]([F:11])[C:8]([NH2:12])=[CH:7][C:6]=1[OH:15])([CH3:4])([CH3:2])[CH3:3]. (3) Given the reactants [CH3:1][N:2]([CH3:27])[C:3](=[O:26])[CH:4]([N:12]1[CH2:17][CH2:16][CH2:15][C@@H:14]([NH:18]C(=O)OC(C)(C)C)[CH2:13]1)[C:5]1[CH:10]=[CH:9][CH:8]=[CH:7][C:6]=1[F:11].NC(=O)C(N1CCC[C@@H](NC(=O)OC(C)(C)C)C1)C1C=CC=CC=1F.[ClH:53], predict the reaction product. The product is: [ClH:53].[NH2:18][C@@H:14]1[CH2:15][CH2:16][CH2:17][N:12]([CH:4]([C:5]2[CH:10]=[CH:9][CH:8]=[CH:7][C:6]=2[F:11])[C:3]([N:2]([CH3:27])[CH3:1])=[O:26])[CH2:13]1. (4) Given the reactants Br[C:2]1[CH:3]=[N:4][CH:5]=[CH:6][CH:7]=1.[Cl:8][C:9]1[CH:14]=[C:13]([O:15][CH3:16])[CH:12]=[CH:11][C:10]=1[C:17]1[N:18]=[C:19]([CH2:34][CH3:35])[C:20]([NH:25][C@H:26]2[C@@H:30]([O:31][CH2:32][CH3:33])[CH2:29][NH:28][CH2:27]2)=[N:21][C:22]=1[CH2:23][CH3:24], predict the reaction product. The product is: [Cl:8][C:9]1[CH:14]=[C:13]([O:15][CH3:16])[CH:12]=[CH:11][C:10]=1[C:17]1[N:18]=[C:19]([CH2:34][CH3:35])[C:20]([NH:25][C@H:26]2[C@@H:30]([O:31][CH2:32][CH3:33])[CH2:29][N:28]([C:2]3[CH:3]=[N:4][CH:5]=[CH:6][CH:7]=3)[CH2:27]2)=[N:21][C:22]=1[CH2:23][CH3:24]. (5) Given the reactants [Cl-].[Al+3].[Cl-].[Cl-].[F:5][C:6]1[CH:11]=[C:10]([I:12])[CH:9]=[CH:8][C:7]=1[NH:13][C:14]1[N:15]([CH3:48])[C:16](=[O:47])[C:17]([CH3:46])=[C:18]2[C:23]=1[C:22](=[O:24])[N:21](CC1C=CC(OC)=CC=1)[C:20](=[O:34])[N:19]2[C:35]1[CH:36]=[C:37]([CH2:41][CH2:42][C:43]([NH2:45])=[O:44])[CH:38]=[CH:39][CH:40]=1, predict the reaction product. The product is: [F:5][C:6]1[CH:11]=[C:10]([I:12])[CH:9]=[CH:8][C:7]=1[NH:13][C:14]1[N:15]([CH3:48])[C:16](=[O:47])[C:17]([CH3:46])=[C:18]2[C:23]=1[C:22](=[O:24])[NH:21][C:20](=[O:34])[N:19]2[C:35]1[CH:36]=[C:37]([CH2:41][CH2:42][C:43]([NH2:45])=[O:44])[CH:38]=[CH:39][CH:40]=1. (6) The product is: [NH:9]1[C:13]2[CH:14]=[CH:15][C:16]([C:18]3[NH:8][C:6]4[N:5]([N:4]=[C:3]([CH2:1][CH3:2])[N:7]=4)[C:20](=[O:21])[CH:19]=3)=[CH:17][C:12]=2[N:11]=[N:10]1. Given the reactants [CH2:1]([C:3]1[N:7]=[C:6]([NH2:8])[NH:5][N:4]=1)[CH3:2].[NH:9]1[C:13]2[CH:14]=[CH:15][C:16]([C:18](=O)[CH2:19][C:20](OCC)=[O:21])=[CH:17][C:12]=2[N:11]=[N:10]1.CC1C=CC(S(O)(=O)=O)=CC=1, predict the reaction product. (7) Given the reactants [CH3:1][O:2][C:3]([C:5]1[CH:6]=[C:7]([N:11]2[C:15](=[O:16])[C:14]3([CH2:21][CH2:20][N:19](C(OCC4C=CC=CC=4)=O)[CH2:18][CH2:17]3)[N:13]([C:32]3[CH:37]=[CH:36][CH:35]=[CH:34][CH:33]=3)[CH2:12]2)[CH:8]=[CH:9][CH:10]=1)=[O:4], predict the reaction product. The product is: [O:16]=[C:15]1[C:14]2([CH2:17][CH2:18][NH:19][CH2:20][CH2:21]2)[N:13]([C:32]2[CH:33]=[CH:34][CH:35]=[CH:36][CH:37]=2)[CH2:12][N:11]1[C:7]1[CH:6]=[C:5]([CH:10]=[CH:9][CH:8]=1)[C:3]([O:2][CH3:1])=[O:4].